This data is from Catalyst prediction with 721,799 reactions and 888 catalyst types from USPTO. The task is: Predict which catalyst facilitates the given reaction. Reactant: [H-].[Na+].[CH2:3]1[C:11]2[C:6](=[CH:7][CH:8]=[CH:9][CH:10]=2)[CH2:5][CH:4]1[OH:12].[C:13]([O:17][C:18]([N:20]1[CH2:24][CH2:23][CH2:22][C@H:21]1[CH2:25]OS(C)(=O)=O)=[O:19])([CH3:16])([CH3:15])[CH3:14]. Product: [C:13]([O:17][C:18]([N:20]1[CH2:24][CH2:23][CH2:22][C@H:21]1[CH2:25][O:12][CH:4]1[CH2:5][C:6]2[C:11](=[CH:10][CH:9]=[CH:8][CH:7]=2)[CH2:3]1)=[O:19])([CH3:16])([CH3:14])[CH3:15]. The catalyst class is: 3.